Dataset: Forward reaction prediction with 1.9M reactions from USPTO patents (1976-2016). Task: Predict the product of the given reaction. (1) Given the reactants F[C:2]1[CH:3]=[C:4]([CH:8]=[CH:9][C:10]=1[N+]([O-])=O)[C:5](O)=[O:6].CC[N:16]=C=NCCCN(C)C.Cl.C1C=CC2N(O)N=NC=2C=1.Cl[Sn]Cl, predict the reaction product. The product is: [C:5]([NH2:16])(=[O:6])[C:4]1[CH:8]=[CH:9][CH:10]=[CH:2][CH:3]=1. (2) Given the reactants [NH2:1][C:2]1[C:3]([C:9](=[N:11][OH:12])[NH2:10])=[N:4][C:5]([Br:8])=[CH:6][N:7]=1.C(N(CC)CC)C.[C:20](Cl)(=[O:27])[C:21]1[CH:26]=[CH:25][CH:24]=[CH:23][CH:22]=1, predict the reaction product. The product is: [NH2:1][C:2]1[C:3]([C:9](=[N:11][O:12][C:20](=[O:27])[C:21]2[CH:26]=[CH:25][CH:24]=[CH:23][CH:22]=2)[NH2:10])=[N:4][C:5]([Br:8])=[CH:6][N:7]=1. (3) Given the reactants Cl.[NH2:2][OH:3].[CH:4]([C:6]1([CH2:12][C:13]([O:15][CH2:16][C:17]2[CH:22]=[CH:21][CH:20]=[CH:19][CH:18]=2)=[O:14])[CH2:11][CH2:10][CH2:9][CH2:8][CH2:7]1)=O.C(=O)([O-])[O-].[Na+].[Na+], predict the reaction product. The product is: [OH:3][N:2]=[CH:4][C:6]1([CH2:12][C:13]([O:15][CH2:16][C:17]2[CH:22]=[CH:21][CH:20]=[CH:19][CH:18]=2)=[O:14])[CH2:11][CH2:10][CH2:9][CH2:8][CH2:7]1. (4) Given the reactants C([O:5][C:6](=[O:41])[C:7]([CH2:38][CH:39]=[CH2:40])([CH:11]([C:16](=[O:37])[NH:17][CH:18]1[C:24](=[O:25])[N:23]([CH3:26])[C:22]2[CH:27]=[CH:28][CH:29]=[CH:30][C:21]=2[C:20]([C:31]2[CH:36]=[CH:35][CH:34]=[CH:33][CH:32]=2)=[N:19]1)[CH2:12][CH:13]([CH3:15])[CH3:14])[CH2:8][CH:9]=[CH2:10])(C)(C)C, predict the reaction product. The product is: [CH2:8]([C:7]([CH:11]([C:16](=[O:37])[NH:17][CH:18]1[C:24](=[O:25])[N:23]([CH3:26])[C:22]2[CH:27]=[CH:28][CH:29]=[CH:30][C:21]=2[C:20]([C:31]2[CH:36]=[CH:35][CH:34]=[CH:33][CH:32]=2)=[N:19]1)[CH2:12][CH:13]([CH3:15])[CH3:14])([CH2:38][CH:39]=[CH2:40])[C:6]([OH:41])=[O:5])[CH:9]=[CH2:10]. (5) Given the reactants C(OC(=O)[NH:7][C:8]1[CH:13]=[C:12]([C:14]2[CH:19]=[C:18]([Cl:20])[CH:17]=[CH:16][C:15]=2[O:21][CH3:22])[CH:11]=[C:10]([NH:23]C(OC(C)(C)C)=O)[N:9]=1)(C)(C)C.[F:32][C:33]([F:38])([F:37])[C:34]([OH:36])=[O:35], predict the reaction product. The product is: [F:32][C:33]([F:38])([F:37])[C:34]([OH:36])=[O:35].[Cl:20][C:18]1[CH:17]=[CH:16][C:15]([O:21][CH3:22])=[C:14]([C:12]2[CH:13]=[C:8]([NH2:7])[N:9]=[C:10]([NH2:23])[CH:11]=2)[CH:19]=1. (6) Given the reactants I[CH2:2][CH2:3][CH2:4][CH3:5].[OH:6][C:7]1[CH:12]=[C:11]([CH2:13][CH2:14][C:15]([O:17][CH3:18])=[O:16])[CH:10]=[CH:9][C:8]=1[C:19]1[CH:24]=[CH:23][CH:22]=[C:21]([N:25]([CH3:34])[C:26]([NH:28][CH2:29][CH2:30][CH2:31][CH2:32][CH3:33])=[O:27])[CH:20]=1.C(=O)([O-])[O-].[K+].[K+], predict the reaction product. The product is: [CH2:2]([O:6][C:7]1[CH:12]=[C:11]([CH2:13][CH2:14][C:15]([O:17][CH3:18])=[O:16])[CH:10]=[CH:9][C:8]=1[C:19]1[CH:24]=[CH:23][CH:22]=[C:21]([N:25]([CH3:34])[C:26]([NH:28][CH2:29][CH2:30][CH2:31][CH2:32][CH3:33])=[O:27])[CH:20]=1)[CH2:3][CH2:4][CH3:5]. (7) Given the reactants [CH3:1][O:2][C:3]1[CH:8]=[CH:7][C:6]([C:9]2[S:13][C:12]([C:14](Cl)=[O:15])=[CH:11][CH:10]=2)=[CH:5][CH:4]=1.[NH2:17][C:18]1[CH:23]=[CH:22][C:21]([N:24]2[CH2:28][CH2:27][C@H:26]([NH:29][C:30](=[O:36])[O:31][C:32]([CH3:35])([CH3:34])[CH3:33])[CH2:25]2)=[CH:20][C:19]=1[Br:37], predict the reaction product. The product is: [Br:37][C:19]1[CH:20]=[C:21]([N:24]2[CH2:28][CH2:27][C@H:26]([NH:29][C:30](=[O:36])[O:31][C:32]([CH3:34])([CH3:33])[CH3:35])[CH2:25]2)[CH:22]=[CH:23][C:18]=1[NH:17][C:14]([C:12]1[S:13][C:9]([C:6]2[CH:7]=[CH:8][C:3]([O:2][CH3:1])=[CH:4][CH:5]=2)=[CH:10][CH:11]=1)=[O:15]. (8) Given the reactants Br[C:2]1[CH:3]=[C:4]([CH:14]=[CH:15][CH:16]=1)[NH:5][CH2:6][CH2:7][C:8]1[CH:13]=[CH:12][CH:11]=[CH:10][CH:9]=1.[B:17]1([B:17]2[O:21][C:20]([CH3:23])([CH3:22])[C:19]([CH3:25])([CH3:24])[O:18]2)[O:21][C:20]([CH3:23])([CH3:22])[C:19]([CH3:25])([CH3:24])[O:18]1, predict the reaction product. The product is: [C:8]1([CH2:7][CH2:6][NH:5][C:4]2[CH:14]=[CH:15][CH:16]=[C:2]([B:17]3[O:21][C:20]([CH3:23])([CH3:22])[C:19]([CH3:25])([CH3:24])[O:18]3)[CH:3]=2)[CH:13]=[CH:12][CH:11]=[CH:10][CH:9]=1.